Dataset: Full USPTO retrosynthesis dataset with 1.9M reactions from patents (1976-2016). Task: Predict the reactants needed to synthesize the given product. (1) The reactants are: [OH:1][N:2]1[C:6](=[O:7])[C:5]2=[CH:8][CH:9]=[CH:10][CH:11]=[C:4]2[C:3]1=[O:12].C(=O)([O-])[O-].[K+].[K+].Cl[C@@H:20]([CH3:28])[C:21]([O:23][C:24]([CH3:27])([CH3:26])[CH3:25])=[O:22]. Given the product [O:7]=[C:6]1[C:5]2[C:4](=[CH:11][CH:10]=[CH:9][CH:8]=2)[C:3](=[O:12])[N:2]1[O:1][C@H:20]([CH3:28])[C:21]([O:23][C:24]([CH3:27])([CH3:26])[CH3:25])=[O:22], predict the reactants needed to synthesize it. (2) Given the product [NH2:20][CH:10]([CH2:9][CH2:8][O:7][C:6]1[CH:28]=[CH:29][C:3]([C:1]#[N:2])=[CH:4][CH:5]=1)[CH2:11][N:12]1[CH:13]2[CH2:19][CH2:18][CH:17]1[CH2:16][N:15]([C:42]([NH:41][CH2:37][CH2:38][CH2:39][CH3:40])=[O:43])[CH2:14]2, predict the reactants needed to synthesize it. The reactants are: [C:1]([C:3]1[CH:29]=[CH:28][C:6]([O:7][CH2:8][CH2:9][CH:10]([NH:20]C(=O)OC(C)(C)C)[CH2:11][N:12]2[CH:17]3[CH2:18][CH2:19][CH:13]2[CH2:14][NH:15][CH2:16]3)=[CH:5][CH:4]=1)#[N:2].C(N(CC)CC)C.[CH2:37]([N:41]=[C:42]=[O:43])[CH2:38][CH2:39][CH3:40]. (3) Given the product [F:2][C:3]1[CH:4]=[CH:5][C:6]([CH2:7][N:8]2[CH2:13][CH2:12][CH2:11][C:10]3([CH2:22][C:21](=[N:35][O:34][CH3:33])[C:20]4[C:15](=[CH:16][CH:17]=[C:18](/[CH:24]=[CH:25]/[C:26]([NH:28][OH:29])=[O:27])[CH:19]=4)[O:14]3)[CH2:9]2)=[CH:30][CH:31]=1, predict the reactants needed to synthesize it. The reactants are: Cl.[F:2][C:3]1[CH:31]=[CH:30][C:6]([CH2:7][N:8]2[CH2:13][CH2:12][CH2:11][C:10]3([CH2:22][C:21](=O)[C:20]4[C:15](=[CH:16][CH:17]=[C:18](/[CH:24]=[CH:25]/[C:26]([NH:28][OH:29])=[O:27])[CH:19]=4)[O:14]3)[CH2:9]2)=[CH:5][CH:4]=1.Cl.[CH3:33][O:34][NH2:35].N1C=CC=CC=1. (4) Given the product [Cl:17][C:18]1[N:23]=[C:22]([NH:1][C:2]2[CH:3]=[CH:4][C:5]([NH:8][C:9](=[O:11])[CH3:10])=[CH:6][CH:7]=2)[CH:21]=[CH:20][N:19]=1, predict the reactants needed to synthesize it. The reactants are: [NH2:1][C:2]1[CH:7]=[CH:6][C:5]([NH:8][C:9](=[O:11])[CH3:10])=[CH:4][CH:3]=1.C([O-])(O)=O.[Na+].[Cl:17][C:18]1[N:23]=[C:22](Cl)[CH:21]=[CH:20][N:19]=1. (5) The reactants are: [CH3:1][C:2]1[CH:3]=[C:4]([C:9](=[O:25])[CH2:10][C:11]2[CH:16]=[CH:15][N:14]=[C:13]([O:17][CH2:18][C:19]3[CH:24]=[CH:23][CH:22]=[CH:21][CH:20]=3)[CH:12]=2)[CH:5]=[C:6]([CH3:8])[CH:7]=1.[Br:26]Br. Given the product [BrH:26].[Br:26][CH:10]([C:11]1[CH:16]=[CH:15][N:14]=[C:13]([O:17][CH2:18][C:19]2[CH:20]=[CH:21][CH:22]=[CH:23][CH:24]=2)[CH:12]=1)[C:9]([C:4]1[CH:3]=[C:2]([CH3:1])[CH:7]=[C:6]([CH3:8])[CH:5]=1)=[O:25], predict the reactants needed to synthesize it. (6) Given the product [Cl:15][C:13]1[C:12]2[NH:11][N:10]=[CH:9][C:8]=2[C:7]2[CH2:16][N:33]([CH2:32][C:31]([F:35])([F:34])[F:30])[C:3](=[O:29])[C@H:4]([NH:18][C:19](=[O:20])[O:21][CH2:22][C:23]3[CH:24]=[CH:25][CH:26]=[CH:27][CH:28]=3)[CH2:5][C:6]=2[CH:14]=1, predict the reactants needed to synthesize it. The reactants are: CO[C:3](=[O:29])[C@H:4]([NH:18][C:19]([O:21][CH2:22][C:23]1[CH:28]=[CH:27][CH:26]=[CH:25][CH:24]=1)=[O:20])[CH2:5][C:6]1[C:7]([CH2:16]Cl)=[C:8]2[C:12](=[C:13]([Cl:15])[CH:14]=1)[NH:11][N:10]=[CH:9]2.[F:30][C:31]([F:35])([F:34])[CH2:32][NH2:33].C([O-])([O-])=O.[K+].[K+]. (7) Given the product [OH:19][C:16]1[CH:17]=[CH:18][C:12]2[O:11][C:10]([C:7]3[CH:8]=[CH:9][C:4]([C:3]([OH:21])=[O:2])=[CH:5][CH:6]=3)=[CH:14][C:13]=2[CH:15]=1, predict the reactants needed to synthesize it. The reactants are: C[O:2][C:3](=[O:21])[C:4]1[CH:9]=[CH:8][C:7]([C:10]2[O:11][C:12]3[CH:18]=[CH:17][C:16]([O:19]C)=[CH:15][C:13]=3[CH:14]=2)=[CH:6][CH:5]=1.Cl.N1C=CC=CC=1.O. (8) Given the product [Cl:2][C:3]1[CH:4]=[C:5]([Cl:21])[C:6]2[N:7]([C:9]([CH2:19][NH:30][C:25]3[N:26]=[C:27]([CH3:29])[CH:28]=[C:23]([CH3:22])[N:24]=3)=[C:10]([C:12]3[CH:17]=[CH:16][C:15]([CH3:18])=[CH:14][CH:13]=3)[N:11]=2)[CH:8]=1, predict the reactants needed to synthesize it. The reactants are: Cl.[Cl:2][C:3]1[CH:4]=[C:5]([Cl:21])[C:6]2[N:7]([C:9]([CH2:19]Cl)=[C:10]([C:12]3[CH:17]=[CH:16][C:15]([CH3:18])=[CH:14][CH:13]=3)[N:11]=2)[CH:8]=1.[CH3:22][C:23]1[CH:28]=[C:27]([CH3:29])[N:26]=[C:25]([NH2:30])[N:24]=1. (9) Given the product [CH3:1][S:2]([O:27][C:23]1[CH:24]=[CH:25][CH:26]=[C:21]([C:13]2([C:9]3[CH:10]=[CH:11][CH:12]=[C:7]([Br:6])[CH:8]=3)[C:14](=[O:20])[N:15]([CH3:19])[C:16](=[S:18])[NH:17]2)[CH:22]=1)(=[O:4])=[O:3], predict the reactants needed to synthesize it. The reactants are: [CH3:1][S:2](Cl)(=[O:4])=[O:3].[Br:6][C:7]1[CH:8]=[C:9]([C:13]2([C:21]3[CH:26]=[CH:25][CH:24]=[C:23]([OH:27])[CH:22]=3)[NH:17][C:16](=[S:18])[N:15]([CH3:19])[C:14]2=[O:20])[CH:10]=[CH:11][CH:12]=1.C(N(CC)CC)C. (10) Given the product [CH3:6][C:2]([S:7][C:8]1[S:9][CH:10]=[C:11]([CH2:13][CH2:14][N:16]([CH3:23])[C:17]2[CH:18]=[CH:19][CH:20]=[CH:21][CH:22]=2)[N:12]=1)([CH3:1])[C:3]([OH:5])=[O:4], predict the reactants needed to synthesize it. The reactants are: [CH3:1][C:2]([S:7][C:8]1[S:9][CH:10]=[C:11]([CH2:13][C:14]([N:16]([CH3:23])[C:17]2[CH:22]=[CH:21][CH:20]=[CH:19][CH:18]=2)=O)[N:12]=1)([CH3:6])[C:3]([OH:5])=[O:4].FC(F)(F)C(O)=O.